From a dataset of Reaction yield outcomes from USPTO patents with 853,638 reactions. Predict the reaction yield, written as a fraction of the theoretical maximum amount of product (1.0 means a 100% yield; for example, 0.34 means a 34% yield). (1) The reactants are Cl[C:2]1[CH:7]=[C:6]([Cl:8])[N:5]=[C:4]([C:9]2[N:13]3[CH:14]=[CH:15][CH:16]=[CH:17][C:12]3=[N:11][CH:10]=2)[N:3]=1.[N:18]1[CH:23]=[CH:22][CH:21]=[C:20](B(O)O)[CH:19]=1.C(=O)([O-])[O-].[Cs+].[Cs+].ClCCl. The catalyst is O1CCOCC1. The product is [Cl:8][C:6]1[CH:7]=[C:2]([C:20]2[CH:19]=[N:18][CH:23]=[CH:22][CH:21]=2)[N:3]=[C:4]([C:9]2[N:13]3[CH:14]=[CH:15][CH:16]=[CH:17][C:12]3=[N:11][CH:10]=2)[N:5]=1. The yield is 0.320. (2) The reactants are [Br:1][C:2]1[CH:3]=[C:4]([OH:9])[CH:5]=[C:6]([Cl:8])[CH:7]=1.C(=O)([O-])[O-].[K+].[K+].[CH2:16](Br)[C:17]1[CH:22]=[CH:21][CH:20]=[CH:19][CH:18]=1. The catalyst is CC(C)=O.[I-].C([N+](CCCC)(CCCC)CCCC)CCC. The product is [CH2:16]([O:9][C:4]1[CH:5]=[C:6]([Cl:8])[CH:7]=[C:2]([Br:1])[CH:3]=1)[C:17]1[CH:22]=[CH:21][CH:20]=[CH:19][CH:18]=1. The yield is 0.900. (3) The reactants are [CH3:1][C:2]([C:4]1[CH:9]=[CH:8][C:7]([Cl:10])=[C:6]([Cl:11])[CH:5]=1)=O.[CH3:12][NH:13][CH3:14].C=O.Cl.[BH4-].[Na+].C([O-])(O)=O.[Na+].[NH:25]1[CH:29]=[N:28][N:27]=[N:26]1.[C:30]1(P(C2C=CC=CC=2)C2C=CC=CC=2)C=CC=CC=1.N(C(OC(C)C)=O)=NC(OC(C)C)=O. The catalyst is C(O)C.C(OCC)(=O)C. The product is [Cl:11][C:6]1[CH:5]=[C:4]([CH:2]([N:26]2[N:27]=[N:28][CH:29]=[N:25]2)[CH2:1][CH2:12][N:13]([CH3:30])[CH3:14])[CH:9]=[CH:8][C:7]=1[Cl:10]. The yield is 0.350. (4) The reactants are C[O:2][C:3]([C:5]1[CH:6]=[CH:7][C:8]2[N:9]([CH:22]=[N:23][CH:24]=2)[C:10]=1[NH:11][C:12]1[CH:17]=[CH:16][C:15]([CH:18]2[CH2:20][CH2:19]2)=[CH:14][C:13]=1[F:21])=[O:4].[OH-].[Na+]. The catalyst is CO. The product is [F:21][C:13]1[CH:14]=[C:15]([CH:18]2[CH2:19][CH2:20]2)[CH:16]=[CH:17][C:12]=1[NH:11][C:10]1[N:9]2[CH:22]=[N:23][CH:24]=[C:8]2[CH:7]=[CH:6][C:5]=1[C:3]([OH:4])=[O:2]. The yield is 0.870.